From a dataset of Catalyst prediction with 721,799 reactions and 888 catalyst types from USPTO. Predict which catalyst facilitates the given reaction. (1) Reactant: [SH:1][C:2]1[NH:11][C:10](=[O:12])[C:9]2[C:4](=[CH:5][CH:6]=[CH:7][CH:8]=2)[N:3]=1.C(=O)([O-])[O-].[K+].[K+].Br[CH2:20][C:21]([O:23]C(C)(C)C)=[O:22].BrCC([O-])=O. Product: [O:12]=[C:10]1[C:9]2[C:4](=[CH:5][CH:6]=[CH:7][CH:8]=2)[N:3]=[C:2]([S:1][CH2:20][C:21]([OH:23])=[O:22])[NH:11]1. The catalyst class is: 21. (2) Reactant: [CH3:1][N:2]([CH3:20])[C:3]([C:5]1[CH:6]=[C:7]2[C:12](=[CH:13][CH:14]=1)[C:11](=[O:15])[NH:10][C:9](=[O:16])[C:8]2=[CH:17]OC)=[O:4].[N:21]1([CH2:27][C:28]2[CH:33]=[CH:32][C:31]([NH2:34])=[CH:30][CH:29]=2)[CH2:26][CH2:25][CH2:24][CH2:23][CH2:22]1. Product: [CH3:20][N:2]([CH3:1])[C:3]([C:5]1[CH:6]=[C:7]2[C:12](=[CH:13][CH:14]=1)[C:11](=[O:15])[NH:10][C:9](=[O:16])/[C:8]/2=[CH:17]\[NH:34][C:31]1[CH:30]=[CH:29][C:28]([CH2:27][N:21]2[CH2:26][CH2:25][CH2:24][CH2:23][CH2:22]2)=[CH:33][CH:32]=1)=[O:4]. The catalyst class is: 9.